Task: Predict which catalyst facilitates the given reaction.. Dataset: Catalyst prediction with 721,799 reactions and 888 catalyst types from USPTO (1) Reactant: C(OC([NH:11][CH2:12][CH2:13][CH2:14][C:15]([O:17][C:18]([CH3:21])([CH3:20])[CH3:19])=[O:16])=O)C1C=CC=CC=1. Product: [NH2:11][CH2:12][CH2:13][CH2:14][C:15]([O:17][C:18]([CH3:21])([CH3:20])[CH3:19])=[O:16]. The catalyst class is: 19. (2) Reactant: [NH2:1][C:2]1[CH:7]=[CH:6][C:5]([OH:8])=[C:4]([CH3:9])[CH:3]=1.ClC1C=C(NC2C3C(O)=CC=CC=3N=CN=2)C=CC=1O[CH2:18][C:19]1[CH:24]=[CH:23][CH:22]=[CH:21][N:20]=1.[H-].[Na+].C[N:40](C=O)C. Product: [NH2:1][C:2]1[CH:7]=[CH:6][C:5]([O:8][C:22]2[CH:23]=[CH:24][C:19]([C:18]#[N:40])=[N:20][CH:21]=2)=[C:4]([CH3:9])[CH:3]=1. The catalyst class is: 6. (3) Reactant: [NH2:1][C:2]1[CH:7]=[CH:6][C:5]([C:8](=O)[CH3:9])=[CH:4][CH:3]=1.[C:11]([O:16][CH3:17])(=[O:15])[C:12]([CH3:14])=O.C1(C)C=CC(S(O)(=O)=O)=CC=1.[H][H]. Product: [CH3:17][O:16][C:11](=[O:15])[C@H:12]([CH3:14])[NH:1][C:2]1[CH:7]=[CH:6][C:5]([CH2:8][CH3:9])=[CH:4][CH:3]=1. The catalyst class is: 29. (4) Reactant: Cl.[NH2:2][C:3]1[N:8]=[C:7]2[N:9]([CH3:21])[N:10]=[C:11]([C:12]3[CH:17]=[C:16]([F:18])[C:15]([OH:19])=[C:14]([Br:20])[CH:13]=3)[C:6]2=[CH:5][N:4]=1.C([O-])([O-])=O.[K+].[K+].[CH3:28][O:29][CH2:30][CH2:31]Br. Product: [Br:20][C:14]1[CH:13]=[C:12]([C:11]2[C:6]3[C:7](=[N:8][C:3]([NH2:2])=[N:4][CH:5]=3)[N:9]([CH3:21])[N:10]=2)[CH:17]=[C:16]([F:18])[C:15]=1[O:19][CH2:31][CH2:30][O:29][CH3:28]. The catalyst class is: 121. (5) Reactant: COC(=O)[CH2:4][N:5]([CH2:17][C:18]1[CH:23]=[CH:22][CH:21]=[CH:20][CH:19]=1)[CH2:6][CH:7]([NH:9][C:10](OC(C)(C)C)=[O:11])[CH3:8].C(O)(C(F)(F)F)=O. Product: [CH2:17]([N:5]1[CH2:6][C@H:7]([CH3:8])[NH:9][C:10](=[O:11])[CH2:4]1)[C:18]1[CH:23]=[CH:22][CH:21]=[CH:20][CH:19]=1. The catalyst class is: 2.